Dataset: Forward reaction prediction with 1.9M reactions from USPTO patents (1976-2016). Task: Predict the product of the given reaction. (1) Given the reactants [OH:1][C:2]1[CH:3]=[CH:4][C:5]([N+:10]([O-:12])=[O:11])=[C:6]([CH:9]=1)[CH:7]=[O:8].OO.[OH:15]S(O)(=O)=O, predict the reaction product. The product is: [OH:1][C:2]1[CH:3]=[CH:4][C:5]([N+:10]([O-:12])=[O:11])=[C:6]([CH:9]=1)[C:7]([OH:15])=[O:8]. (2) Given the reactants [CH3:1][O:2][C:3]1[CH:4]=[C:5]2[C:10](=[CH:11][C:12]=1[O:13][CH3:14])[N:9]=[CH:8][N:7]=[C:6]2[O:15][C:16]1[C:22]([CH3:23])=[CH:21][C:19]([NH2:20])=[C:18]([CH3:24])[CH:17]=1.Cl[C:26](Cl)([O:28][C:29](=[O:35])OC(Cl)(Cl)Cl)Cl.[CH:37]1(O)[CH2:41]C[CH2:39][CH2:38]1.C(=O)(O)[O-].[Na+], predict the reaction product. The product is: [CH3:1][O:2][C:3]1[CH:4]=[C:5]2[C:10](=[CH:11][C:12]=1[O:13][CH3:14])[N:9]=[CH:8][N:7]=[C:6]2[O:15][C:16]1[C:22]([CH3:23])=[CH:21][C:19]([NH:20][C:29](=[O:35])[O:28][CH:26]2[CH2:39][CH2:38][CH2:37][CH2:41]2)=[C:18]([CH3:24])[CH:17]=1. (3) Given the reactants [CH2:1]([O:8][C:9]1[CH:14]=[CH:13][C:12](Br)=[CH:11][CH:10]=1)[C:2]1[CH:7]=[CH:6][CH:5]=[CH:4][CH:3]=1.C([Li])CCC.[CH3:21][O:22][C:23]1[CH:34]=[CH:33][C:26]([C:27](N(OC)C)=[O:28])=[C:25]([O:35][CH2:36][O:37][CH3:38])[CH:24]=1.O, predict the reaction product. The product is: [CH3:21][O:22][C:23]1[CH:34]=[CH:33][C:26]([C:27]([C:12]2[CH:13]=[CH:14][C:9]([O:8][CH2:1][C:2]3[CH:7]=[CH:6][CH:5]=[CH:4][CH:3]=3)=[CH:10][CH:11]=2)=[O:28])=[C:25]([O:35][CH2:36][O:37][CH3:38])[CH:24]=1.